From a dataset of Full USPTO retrosynthesis dataset with 1.9M reactions from patents (1976-2016). Predict the reactants needed to synthesize the given product. (1) Given the product [Cl:56][C:44]1[C:45]([C:47]2[C:55]3[C:50](=[CH:51][CH:52]=[CH:53][CH:54]=3)[NH:49][CH:48]=2)=[N:46][C:41]([NH:40][C:37]23[CH2:39][C:33]([NH:32][C:30](=[O:31])[C:29]4[CH:28]=[CH:27][C:26]([NH:25][C:7](=[O:9])[C:6]#[C:5][Si:1]([CH3:4])([CH3:3])[CH3:2])=[CH:58][CH:57]=4)([CH2:38]2)[CH2:34][CH2:35][CH2:36]3)=[N:42][CH:43]=1, predict the reactants needed to synthesize it. The reactants are: [Si:1]([C:5]#[C:6][C:7]([OH:9])=O)([CH3:4])([CH3:3])[CH3:2].C1CCC(N=C=NC2CCCCC2)CC1.[NH2:25][C:26]1[CH:58]=[CH:57][C:29]([C:30]([NH:32][C:33]23[CH2:39][C:37]([NH:40][C:41]4[N:46]=[C:45]([C:47]5[C:55]6[C:50](=[CH:51][CH:52]=[CH:53][CH:54]=6)[NH:49][CH:48]=5)[C:44]([Cl:56])=[CH:43][N:42]=4)([CH2:38]2)[CH2:36][CH2:35][CH2:34]3)=[O:31])=[CH:28][CH:27]=1. (2) Given the product [Cl:8][C:5]1[CH:4]=[C:3]2[C:2](=[CH:7][CH:6]=1)[N:1]=[C:15]([C:17]1[CH:18]=[N:19][CH:20]=[CH:21][CH:22]=1)[N:16]=[C:9]2[C:10]([F:13])([F:12])[F:11], predict the reactants needed to synthesize it. The reactants are: [NH2:1][C:2]1[CH:7]=[CH:6][C:5]([Cl:8])=[CH:4][C:3]=1[C:9](=O)[C:10]([F:13])([F:12])[F:11].[C:15]([C:17]1[CH:18]=[N:19][CH:20]=[CH:21][CH:22]=1)#[N:16]. (3) The reactants are: [H-].[Al+3].[Li+].[H-].[H-].[H-].[NH:7]1[C:15]2[C:10](=[CH:11][CH:12]=[CH:13][CH:14]=2)[C:9]([CH2:16][CH2:17][CH2:18][C:19]([N:21]2[CH2:26][CH2:25][N:24]([C:27]3[CH:32]=[CH:31][C:30]([O:33][CH3:34])=[CH:29][CH:28]=3)[CH2:23][CH2:22]2)=O)=[CH:8]1. Given the product [CH3:34][O:33][C:30]1[CH:29]=[CH:28][C:27]([N:24]2[CH2:25][CH2:26][N:21]([CH2:19][CH2:18][CH2:17][CH2:16][C:9]3[C:10]4[C:15](=[CH:14][CH:13]=[CH:12][CH:11]=4)[NH:7][CH:8]=3)[CH2:22][CH2:23]2)=[CH:32][CH:31]=1, predict the reactants needed to synthesize it. (4) Given the product [C:20]1([C:18]2[CH2:17][N:13]3[CH:14]=[CH:15][C:16]4[C:11]([CH:10]=[C:4]([C:5]([O:7][CH2:8][CH3:9])=[O:6])[N:1]=4)=[C:12]3[N:19]=2)[CH:25]=[CH:24][CH:23]=[CH:22][CH:21]=1, predict the reactants needed to synthesize it. The reactants are: [N:1]([C:4](=[CH:10][C:11]1[C:12]2[N:13]([CH:17]=[C:18]([C:20]3[CH:25]=[CH:24][CH:23]=[CH:22][CH:21]=3)[N:19]=2)[CH:14]=[CH:15][CH:16]=1)[C:5]([O:7][CH2:8][CH3:9])=[O:6])=[N+]=[N-].[K+].[Br-].